From a dataset of Peptide-MHC class II binding affinity with 134,281 pairs from IEDB. Regression. Given a peptide amino acid sequence and an MHC pseudo amino acid sequence, predict their binding affinity value. This is MHC class II binding data. (1) The peptide sequence is AAEQLWVTVYYGVPVWK. The MHC is DRB5_0101 with pseudo-sequence DRB5_0101. The binding affinity (normalized) is 0.335. (2) The peptide sequence is AFKPVLVDEGRKVAI. The MHC is DRB1_0301 with pseudo-sequence DRB1_0301. The binding affinity (normalized) is 0.770. (3) The peptide sequence is RRAIDLPTHENHGLK. The MHC is DRB3_0301 with pseudo-sequence DRB3_0301. The binding affinity (normalized) is 0. (4) The peptide sequence is GELQIVDKIDAYFKI. The MHC is DRB1_1201 with pseudo-sequence DRB1_1201. The binding affinity (normalized) is 0.644. (5) The peptide sequence is EEDIEIKPIQEEEY. The MHC is HLA-DQA10101-DQB10501 with pseudo-sequence HLA-DQA10101-DQB10501. The binding affinity (normalized) is 0.339. (6) The peptide sequence is SISIDAVERCYLQAL. The MHC is DRB1_0101 with pseudo-sequence DRB1_0101. The binding affinity (normalized) is 0.701.